From a dataset of Full USPTO retrosynthesis dataset with 1.9M reactions from patents (1976-2016). Predict the reactants needed to synthesize the given product. (1) Given the product [CH3:1][C:2]1[N:3]=[C:4]2[C:5]([CH:6]=[C:29]([CH2:28][CH2:27][CH2:26][C:23]3[CH:24]=[CH:25][N:20]=[CH:21][CH:22]=3)[C:30](=[O:31])[N:10]2[C:11]2[CH:16]=[CH:15][CH:14]=[C:13]([N+:17]([O-:19])=[O:18])[CH:12]=2)=[CH:8][CH:9]=1, predict the reactants needed to synthesize it. The reactants are: [CH3:1][C:2]1[CH:9]=[CH:8][C:5]([CH:6]=O)=[C:4]([NH:10][C:11]2[CH:16]=[CH:15][CH:14]=[C:13]([N+:17]([O-:19])=[O:18])[CH:12]=2)[N:3]=1.[N:20]1[CH:25]=[CH:24][C:23]([CH2:26][CH2:27][CH2:28][CH2:29][C:30](OCC)=[O:31])=[CH:22][CH:21]=1.[Li+].CC([N-]C(C)C)C. (2) Given the product [Si:1]([O:8][CH2:9][C:10]1[N:15]=[CH:14][C:13]2[N:16]([C:19]3[S:23][C:22]([C:24]([NH2:41])=[O:26])=[C:21]([O:28][CH:29]([C:31]4[CH:36]=[CH:35][CH:34]=[CH:33][C:32]=4[C:37]([F:40])([F:39])[F:38])[CH3:30])[CH:20]=3)[CH:17]=[N:18][C:12]=2[CH:11]=1)([C:4]([CH3:7])([CH3:5])[CH3:6])([CH3:3])[CH3:2], predict the reactants needed to synthesize it. The reactants are: [Si:1]([O:8][CH2:9][C:10]1[N:15]=[CH:14][C:13]2[N:16]([C:19]3[S:23][C:22]([C:24]([O:26]C)=O)=[C:21]([O:28][CH:29]([C:31]4[CH:36]=[CH:35][CH:34]=[CH:33][C:32]=4[C:37]([F:40])([F:39])[F:38])[CH3:30])[CH:20]=3)[CH:17]=[N:18][C:12]=2[CH:11]=1)([C:4]([CH3:7])([CH3:6])[CH3:5])([CH3:3])[CH3:2].[NH3:41]. (3) Given the product [ClH:25].[CH2:1]([C:3]1[CH:12]=[C:11]([F:13])[C:10]2[C:9](=[O:14])[NH:8][C@@H:7]3[CH2:15][NH:16][CH2:17][C@H:6]3[C:5]=2[CH:4]=1)[CH3:2], predict the reactants needed to synthesize it. The reactants are: [CH2:1]([C:3]1[CH:12]=[C:11]([F:13])[C:10]2[C:9](=[O:14])[NH:8][C@@H:7]3[CH2:15][N:16](C(OC(C)(C)C)=O)[CH2:17][C@H:6]3[C:5]=2[CH:4]=1)[CH3:2].[ClH:25]. (4) Given the product [CH2:1]([N:3]1[CH2:8][CH2:7][O:6][C@H:5]([CH2:9][N:10]2[CH2:11][CH2:12][NH:13][CH2:14][CH2:15]2)[CH2:4]1)[CH3:2], predict the reactants needed to synthesize it. The reactants are: [CH2:1]([N:3]1[CH2:8][CH2:7][O:6][C@H:5]([CH2:9][N:10]2[CH2:15][CH2:14][N:13](C(OC(C)(C)C)=O)[CH2:12][CH2:11]2)[CH2:4]1)[CH3:2].FC(F)(F)C(O)=O. (5) Given the product [Br:66][CH2:62][CH2:23][CH2:22][C:21]1[CH:20]=[CH:19][C:18]([C:26]2[CH:27]=[CH:28][C:29]([C:32]([O:34][CH2:35][CH3:36])=[O:33])=[CH:30][CH:31]=2)=[CH:17][C:16]=1[C:7]1[CH:8]=[CH:9][C:10]([N:11]([CH2:12][CH3:13])[CH2:14][CH3:15])=[C:5]([C:1]([CH3:4])([CH3:3])[CH3:2])[CH:6]=1, predict the reactants needed to synthesize it. The reactants are: [C:1]([C:5]1[CH:6]=[C:7]([C:16]2[CH:17]=[C:18]([C:26]3[CH:31]=[CH:30][C:29]([C:32]([O:34][CH2:35][CH3:36])=[O:33])=[CH:28][CH:27]=3)[CH:19]=[CH:20][C:21]=2[CH2:22][CH2:23]CO)[CH:8]=[CH:9][C:10]=1[N:11]([CH2:14][CH3:15])[CH2:12][CH3:13])([CH3:4])([CH3:3])[CH3:2].C(P(CCCCCCCC)CCCCCCCC)CCCCCCC.[C:62]([Br:66])(Br)(Br)Br.O. (6) Given the product [CH:1]1([N:7]([C:25]([N:32]([CH3:33])[CH3:31])=[O:24])[C@@H:8]2[CH2:13][CH2:12][N:11]([C:14]([O:16][C:17]([CH3:20])([CH3:19])[CH3:18])=[O:15])[CH2:10][C@H:9]2[CH3:21])[CH2:2][CH2:3][CH2:4][CH2:5][CH2:6]1, predict the reactants needed to synthesize it. The reactants are: [CH:1]1([NH:7][C@@H:8]2[CH2:13][CH2:12][N:11]([C:14]([O:16][C:17]([CH3:20])([CH3:19])[CH3:18])=[O:15])[CH2:10][C@H:9]2[CH3:21])[CH2:6][CH2:5][CH2:4][CH2:3][CH2:2]1.O=C(Cl)[O:24][C:25](Cl)(Cl)Cl.Cl.[CH3:31][NH:32][CH3:33].C(=O)([O-])[O-].[K+].[K+].